The task is: Predict the product of the given reaction.. This data is from Forward reaction prediction with 1.9M reactions from USPTO patents (1976-2016). Given the reactants CN1CCOCC1.ClC(OCC(C)C)=O.[C:16]([O:20][C:21]([NH:23][C@H:24]([CH2:29][C:30]1[CH:35]=[C:34]([F:36])[C:33]([F:37])=[CH:32][C:31]=1[F:38])[CH2:25][C:26]([OH:28])=O)=[O:22])([CH3:19])([CH3:18])[CH3:17].Cl.[F:40][C:41]([F:59])([F:58])[O:42][C:43]1[CH:57]=[CH:56][C:46]([CH2:47][CH:48]2[NH:54][CH2:53][CH2:52][CH2:51][NH:50][C:49]2=[O:55])=[CH:45][CH:44]=1, predict the reaction product. The product is: [C:16]([O:20][C:21]([NH:23][C@H:24]([CH2:29][C:30]1[CH:35]=[C:34]([F:36])[C:33]([F:37])=[CH:32][C:31]=1[F:38])[CH2:25][C:26]([N:54]1[CH2:53][CH2:52][CH2:51][NH:50][C:49](=[O:55])[C@H:48]1[CH2:47][C:46]1[CH:45]=[CH:44][C:43]([O:42][C:41]([F:58])([F:59])[F:40])=[CH:57][CH:56]=1)=[O:28])=[O:22])([CH3:17])([CH3:18])[CH3:19].